Dataset: Forward reaction prediction with 1.9M reactions from USPTO patents (1976-2016). Task: Predict the product of the given reaction. The product is: [C:18]([C:20]1[CH:27]=[CH:26][C:23]([CH2:24][N:1]2[CH2:6][CH2:5][C:4]3([CH2:12][CH2:11][C:10](=[O:13])[C:9]4[CH:14]=[CH:15][CH:16]=[CH:17][C:8]=4[NH:7]3)[CH2:3][CH2:2]2)=[CH:22][CH:21]=1)#[N:19]. Given the reactants [NH:1]1[CH2:6][CH2:5][C:4]2([CH2:12][CH2:11][C:10](=[O:13])[C:9]3[CH:14]=[CH:15][CH:16]=[CH:17][C:8]=3[NH:7]2)[CH2:3][CH2:2]1.[C:18]([C:20]1[CH:27]=[CH:26][C:23]([CH2:24]Br)=[CH:22][CH:21]=1)#[N:19], predict the reaction product.